Dataset: Peptide-MHC class II binding affinity with 134,281 pairs from IEDB. Task: Regression. Given a peptide amino acid sequence and an MHC pseudo amino acid sequence, predict their binding affinity value. This is MHC class II binding data. (1) The peptide sequence is HPDYAILAARIAVSN. The MHC is DRB1_0802 with pseudo-sequence DRB1_0802. The binding affinity (normalized) is 0.731. (2) The peptide sequence is AAAAGWQTLSAALDA. The MHC is DRB1_0301 with pseudo-sequence DRB1_0301. The binding affinity (normalized) is 0.0421. (3) The peptide sequence is MQVKVSKGAPCRIPV. The MHC is DRB1_0701 with pseudo-sequence DRB1_0701. The binding affinity (normalized) is 0.666. (4) The peptide sequence is FIGYGKATLECQVQTKK. The MHC is DRB1_0901 with pseudo-sequence DRB1_0901. The binding affinity (normalized) is 0.595. (5) The peptide sequence is RQANFLGKIWPSSKGR. The MHC is DRB1_0405 with pseudo-sequence DRB1_0405. The binding affinity (normalized) is 0.523. (6) The peptide sequence is KHLAVLVKYEGDTMA. The MHC is DRB1_1501 with pseudo-sequence DRB1_1501. The binding affinity (normalized) is 0.462. (7) The peptide sequence is LVKFVAGDGDVVAVD. The MHC is DRB1_1302 with pseudo-sequence DRB1_1302. The binding affinity (normalized) is 0.396.